This data is from Reaction yield outcomes from USPTO patents with 853,638 reactions. The task is: Predict the reaction yield, written as a fraction of the theoretical maximum amount of product (1.0 means a 100% yield; for example, 0.34 means a 34% yield). (1) The reactants are [CH3:1][C:2]1[O:6][N:5]=[C:4]([C:7]2[CH:12]=[CH:11][CH:10]=[CH:9][CH:8]=2)[C:3]=1[C:13]([NH:15][NH2:16])=[O:14].[Cl:17][C:18]1[N:26]=[C:25]([Cl:27])[CH:24]=[CH:23][C:19]=1[C:20](O)=O. No catalyst specified. The product is [Cl:17][C:18]1[C:19]([C:20]2[O:14][C:13]([C:3]3[C:4]([C:7]4[CH:12]=[CH:11][CH:10]=[CH:9][CH:8]=4)=[N:5][O:6][C:2]=3[CH3:1])=[N:15][N:16]=2)=[CH:23][CH:24]=[C:25]([Cl:27])[N:26]=1. The yield is 0.350. (2) The reactants are CC1C=CC(S(O[CH2:12][C@@H:13]2[CH2:17][CH2:16][CH2:15][N:14]2[S:18]([C:21]2[CH:29]=[CH:28][C:27]3[N:26]4[CH2:30][C:31]([CH3:35])([CH3:34])[CH2:32][N:33]=[C:25]4[C:24]4([O:40]CCCO4)[C:23]=3[CH:22]=2)(=[O:20])=[O:19])(=O)=O)=CC=1.[CH:41]1([NH2:47])[CH2:46][CH2:45][CH2:44][CH2:43][CH2:42]1. The catalyst is C1COCC1. The product is [CH:41]1([NH:47][CH2:12][C@@H:13]2[CH2:17][CH2:16][CH2:15][N:14]2[S:18]([C:21]2[CH:29]=[CH:28][C:27]3[N:26]4[CH2:30][C:31]([CH3:34])([CH3:35])[CH2:32][N:33]=[C:25]4[C:24](=[O:40])[C:23]=3[CH:22]=2)(=[O:19])=[O:20])[CH2:46][CH2:45][CH2:44][CH2:43][CH2:42]1. The yield is 0.460. (3) The reactants are [CH3:1][O:2][C:3]1[C:8]([C:9]2[CH:14]=[C:13]([CH3:15])[C:12]([O:16][C:17]3[CH:22]=[CH:21][N:20]=[C:19]([C:23]4[CH:24]=[N:25][N:26]([CH3:28])[CH:27]=4)[CH:18]=3)=[CH:11][N:10]=2)=[CH:7][N:6]=[C:5](SC)[N:4]=1.C1C=C(Cl)C=C(C(OO)=O)C=1.[NH:42]1[CH2:46][CH2:45][CH2:44][CH2:43]1. The catalyst is C(Cl)Cl. The product is [CH3:1][O:2][C:3]1[C:8]([C:9]2[CH:14]=[C:13]([CH3:15])[C:12]([O:16][C:17]3[CH:22]=[CH:21][N:20]=[C:19]([C:23]4[CH:24]=[N:25][N:26]([CH3:28])[CH:27]=4)[CH:18]=3)=[CH:11][N:10]=2)=[CH:7][N:6]=[C:5]([N:42]2[CH2:46][CH2:45][CH2:44][CH2:43]2)[N:4]=1. The yield is 0.640. (4) The reactants are [N:1]1[CH:6]=[CH:5][CH:4]=[CH:3][C:2]=1[CH2:7][CH2:8][CH2:9][OH:10].C[N+]1([O-])CCOCC1. The catalyst is C(Cl)Cl.CCC[N+](CCC)(CCC)CCC.[O-][Ru](=O)(=O)=O. The product is [N:1]1[CH:6]=[CH:5][CH:4]=[CH:3][C:2]=1[CH2:7][CH2:8][CH:9]=[O:10]. The yield is 0.110. (5) The reactants are C1(P(C2C=CC=CC=2)C2C=CC=CC=2)C=CC=CC=1.II.C(N(CC)CC)C.[Si:29]([O:36][C:37]1[CH:38]=[C:39]([CH:68]=[CH:69][CH:70]=1)[C:40]([NH:42][NH:43][C:44](=[O:67])[C@H:45]([NH:56][C:57]1[CH:62]=[CH:61][C:60]([C:63]#[N:64])=[C:59](Cl)[C:58]=1C)[C@@H:46]([O:48][Si:49]([C:52]([CH3:55])([CH3:54])[CH3:53])([CH3:51])[CH3:50])[CH3:47])=O)([C:32]([CH3:35])([CH3:34])[CH3:33])([CH3:31])[CH3:30].[CH2:71]([Cl:73])Cl. No catalyst specified. The product is [Si:49]([O:48][C@@H:46]([CH3:47])[C@@H:45]([NH:56][C:57]1[CH:58]=[CH:59][C:60]([C:63]#[N:64])=[C:71]([Cl:73])[C:62]=1[CH3:61])[C:44]1[O:67][C:40]([C:39]2[CH:68]=[CH:69][CH:70]=[C:37]([O:36][Si:29]([C:32]([CH3:33])([CH3:34])[CH3:35])([CH3:30])[CH3:31])[CH:38]=2)=[N:42][N:43]=1)([C:52]([CH3:55])([CH3:53])[CH3:54])([CH3:50])[CH3:51]. The yield is 0.680. (6) The reactants are [Cl:1][C:2]1[CH:7]=[CH:6][C:5]([C:8]2[CH:13]=[C:12]([C:14]([F:17])([F:16])[F:15])[N:11]=[C:10]([C:18]#[N:19])[N:9]=2)=[CH:4][CH:3]=1.Cl.[NH2:21][OH:22].C(=O)([O-])[O-].[Na+].[Na+]. The catalyst is O.C(O)C. The product is [Cl:1][C:2]1[CH:3]=[CH:4][C:5]([C:8]2[CH:13]=[C:12]([C:14]([F:16])([F:15])[F:17])[N:11]=[C:10]([C:18]([NH:21][OH:22])=[NH:19])[N:9]=2)=[CH:6][CH:7]=1. The yield is 0.940. (7) The reactants are [CH3:1][O:2][C:3]1[CH:4]=[C:5]([CH2:9][C:10](Cl)=[O:11])[CH:6]=[CH:7][CH:8]=1.[CH3:13][O:14][CH:15]([O:18][CH3:19])[CH2:16][NH2:17].C(N(CC)CC)C. The catalyst is C(Cl)(Cl)Cl. The product is [CH3:13][O:14][CH:15]([O:18][CH3:19])[CH2:16][NH:17][C:10](=[O:11])[CH2:9][C:5]1[CH:6]=[CH:7][CH:8]=[C:3]([O:2][CH3:1])[CH:4]=1. The yield is 0.980. (8) The reactants are [CH2:1]([O:8][C:9]1[C:10]([C:30](OC(C)(C)C)=[O:31])=[N:11][C:12]([CH2:16][CH:17]2[CH2:22][CH2:21][N:20](C(OC(C)(C)C)=O)[CH2:19][CH2:18]2)=[N:13][C:14]=1[CH3:15])[C:2]1[CH:7]=[CH:6][CH:5]=[CH:4][CH:3]=1.C(OC1[C:46]([C:73]([O:75][C:76]([CH3:79])([CH3:78])[CH3:77])=[O:74])=[N:47]C(CC2CCN(C3C=CC(C4C=CC(CO)=CC=4)=CC=3)CC2)=NC=1C)C1C=CC=CC=1.[ClH:80].C(OC(=O)CN)(C)(C)C. No catalyst specified. The product is [ClH:80].[C:76]([O:75][C:73](=[O:74])[CH2:46][NH:47][C:30]([C:10]1[C:9]([O:8][CH2:1][C:2]2[CH:7]=[CH:6][CH:5]=[CH:4][CH:3]=2)=[C:14]([CH3:15])[N:13]=[C:12]([CH2:16][CH:17]2[CH2:18][CH2:19][NH:20][CH2:21][CH2:22]2)[N:11]=1)=[O:31])([CH3:79])([CH3:78])[CH3:77]. The yield is 0.720. (9) The reactants are Cl[C:2]1[CH:10]=[CH:9][C:5]([C:6]([NH2:8])=[O:7])=[CH:4][N:3]=1.[N+:11]1([O-])[C:12]([C:17]2[CH:22]=[CH:21][CH:20]=[CH:19][N:18]=2)=[CH:13][CH:14]=[CH:15][CH:16]=1.Br.C(O)(=[O:27])C.[OH-].[Na+]. The catalyst is C1(C)C(C)=CC=CC=1.C(O)(=O)C. The product is [N:11]1[C:16]([N:3]2[C:2](=[O:27])[CH:10]=[CH:9][C:5]([C:6]([NH2:8])=[O:7])=[CH:4]2)=[CH:15][CH:14]=[CH:13][C:12]=1[C:17]1[CH:22]=[CH:21][CH:20]=[CH:19][N:18]=1. The yield is 0.360. (10) The reactants are [CH3:1][C:2]1[CH:7]=[CH:6][N:5]=[CH:4][C:3]=1[N:8]1[CH2:12][CH2:11][NH:10][C:9]1=[O:13].[C:14]([O:18][C:19]([N:21]1[C:30]2[C:25](=[CH:26][CH:27]=[C:28](Br)[CH:29]=2)[CH2:24][CH2:23][C:22]1=[O:32])=[O:20])([CH3:17])([CH3:16])[CH3:15].N[C@@H]1CCCC[C@H]1N.P([O-])([O-])([O-])=O.[K+].[K+].[K+]. The catalyst is [Cu](I)I.O1CCOCC1. The product is [C:14]([O:18][C:19]([N:21]1[C:30]2[C:25](=[CH:26][CH:27]=[C:28]([N:10]3[CH2:11][CH2:12][N:8]([C:3]4[CH:4]=[N:5][CH:6]=[CH:7][C:2]=4[CH3:1])[C:9]3=[O:13])[CH:29]=2)[CH2:24][CH2:23][C:22]1=[O:32])=[O:20])([CH3:17])([CH3:15])[CH3:16]. The yield is 0.675.